This data is from Full USPTO retrosynthesis dataset with 1.9M reactions from patents (1976-2016). The task is: Predict the reactants needed to synthesize the given product. (1) Given the product [C:41]([OH:46])(=[O:45])[C:42]([OH:44])=[O:43].[O:3]([C:27]1[CH:26]=[CH:25][C:24]2[N:20]([C:15]3[CH:16]=[CH:17][CH:18]=[CH:19][N:14]=3)[C:21](/[CH:33]=[CH:34]/[C:35]3[CH:40]=[CH:39][CH:38]=[CH:37][CH:36]=3)=[N:22][C:23]=2[CH:28]=1)[CH2:1][CH3:2], predict the reactants needed to synthesize it. The reactants are: [CH2:1]([O:3]C1C=CC(N)=C([N+]([O-])=O)C=1)[CH3:2].[N:14]1[CH:19]=[CH:18][CH:17]=[CH:16][C:15]=1[N:20]1[C:24]2[CH:25]=[CH:26][C:27](C(F)(F)F)=[CH:28][C:23]=2[N:22]=[C:21]1/[CH:33]=[CH:34]/[C:35]1[CH:40]=[CH:39][CH:38]=[CH:37][CH:36]=1.[C:41]([OH:46])(=[O:45])[C:42]([OH:44])=[O:43]. (2) Given the product [CH3:1][S:2]([CH2:5][C:6]1[N:11]=[CH:10][C:9]([O:12][C:13]2[CH:14]=[C:15]3[C:19](=[C:20]([O:22][CH:23]4[CH2:24][CH2:25][O:26][CH2:27][CH2:28]4)[CH:21]=2)[NH:18][C:17]([C:29](=[S:41])[NH2:31])=[CH:16]3)=[CH:8][CH:7]=1)(=[O:4])=[O:3], predict the reactants needed to synthesize it. The reactants are: [CH3:1][S:2]([CH2:5][C:6]1[N:11]=[CH:10][C:9]([O:12][C:13]2[CH:14]=[C:15]3[C:19](=[C:20]([O:22][CH:23]4[CH2:28][CH2:27][O:26][CH2:25][CH2:24]4)[CH:21]=2)[NH:18][C:17]([C:29]([NH2:31])=O)=[CH:16]3)=[CH:8][CH:7]=1)(=[O:4])=[O:3].COC1C=CC(P2(SP(C3C=CC(OC)=CC=3)(=S)S2)=[S:41])=CC=1.C(OCC)(=O)C.CCCCCC.